Dataset: NCI-60 drug combinations with 297,098 pairs across 59 cell lines. Task: Regression. Given two drug SMILES strings and cell line genomic features, predict the synergy score measuring deviation from expected non-interaction effect. Drug 1: CC1=C(C=C(C=C1)NC(=O)C2=CC=C(C=C2)CN3CCN(CC3)C)NC4=NC=CC(=N4)C5=CN=CC=C5. Drug 2: C#CCC(CC1=CN=C2C(=N1)C(=NC(=N2)N)N)C3=CC=C(C=C3)C(=O)NC(CCC(=O)O)C(=O)O. Cell line: MDA-MB-435. Synergy scores: CSS=50.3, Synergy_ZIP=4.78, Synergy_Bliss=1.93, Synergy_Loewe=-18.7, Synergy_HSA=1.45.